From a dataset of NCI-60 drug combinations with 297,098 pairs across 59 cell lines. Regression. Given two drug SMILES strings and cell line genomic features, predict the synergy score measuring deviation from expected non-interaction effect. (1) Drug 1: C1=CC(=CC=C1C#N)C(C2=CC=C(C=C2)C#N)N3C=NC=N3. Drug 2: CC(C)CN1C=NC2=C1C3=CC=CC=C3N=C2N. Cell line: T-47D. Synergy scores: CSS=1.94, Synergy_ZIP=-1.12, Synergy_Bliss=-3.32, Synergy_Loewe=-0.827, Synergy_HSA=-1.68. (2) Drug 1: CC1OCC2C(O1)C(C(C(O2)OC3C4COC(=O)C4C(C5=CC6=C(C=C35)OCO6)C7=CC(=C(C(=C7)OC)O)OC)O)O. Drug 2: C1C(C(OC1N2C=C(C(=O)NC2=O)F)CO)O. Cell line: SF-268. Synergy scores: CSS=22.0, Synergy_ZIP=-9.61, Synergy_Bliss=-12.2, Synergy_Loewe=-9.35, Synergy_HSA=-6.30. (3) Synergy scores: CSS=15.0, Synergy_ZIP=-8.24, Synergy_Bliss=-2.60, Synergy_Loewe=-2.78, Synergy_HSA=0.263. Drug 2: C1=CN(C(=O)N=C1N)C2C(C(C(O2)CO)O)O.Cl. Cell line: PC-3. Drug 1: C1C(C(OC1N2C=C(C(=O)NC2=O)F)CO)O. (4) Drug 1: CC12CCC3C(C1CCC2O)C(CC4=C3C=CC(=C4)O)CCCCCCCCCS(=O)CCCC(C(F)(F)F)(F)F. Drug 2: C1CCC(C(C1)N)N.C(=O)(C(=O)[O-])[O-].[Pt+4]. Cell line: UACC62. Synergy scores: CSS=15.4, Synergy_ZIP=-2.08, Synergy_Bliss=2.50, Synergy_Loewe=-9.30, Synergy_HSA=-0.322. (5) Drug 1: COC1=C(C=C2C(=C1)N=CN=C2NC3=CC(=C(C=C3)F)Cl)OCCCN4CCOCC4. Drug 2: C1=CC=C(C(=C1)C(C2=CC=C(C=C2)Cl)C(Cl)Cl)Cl. Cell line: OVCAR-4. Synergy scores: CSS=26.7, Synergy_ZIP=-0.237, Synergy_Bliss=4.91, Synergy_Loewe=-3.37, Synergy_HSA=6.10. (6) Drug 1: C1CN1C2=NC(=NC(=N2)N3CC3)N4CC4. Drug 2: CN(C(=O)NC(C=O)C(C(C(CO)O)O)O)N=O. Cell line: HS 578T. Synergy scores: CSS=13.8, Synergy_ZIP=-4.78, Synergy_Bliss=0.278, Synergy_Loewe=-6.10, Synergy_HSA=1.25. (7) Drug 1: CS(=O)(=O)C1=CC(=C(C=C1)C(=O)NC2=CC(=C(C=C2)Cl)C3=CC=CC=N3)Cl. Drug 2: CC1C(C(CC(O1)OC2CC(CC3=C2C(=C4C(=C3O)C(=O)C5=C(C4=O)C(=CC=C5)OC)O)(C(=O)CO)O)N)O.Cl. Cell line: NCI-H460. Synergy scores: CSS=51.1, Synergy_ZIP=1.83, Synergy_Bliss=1.44, Synergy_Loewe=-19.8, Synergy_HSA=3.27. (8) Drug 1: CC1=C(C(CCC1)(C)C)C=CC(=CC=CC(=CC(=O)O)C)C. Drug 2: C1CN(CCN1C(=O)CCBr)C(=O)CCBr. Cell line: UACC-257. Synergy scores: CSS=11.9, Synergy_ZIP=-4.42, Synergy_Bliss=-2.11, Synergy_Loewe=-3.64, Synergy_HSA=-2.33. (9) Drug 1: CS(=O)(=O)C1=CC(=C(C=C1)C(=O)NC2=CC(=C(C=C2)Cl)C3=CC=CC=N3)Cl. Drug 2: CC12CCC3C(C1CCC2=O)CC(=C)C4=CC(=O)C=CC34C. Cell line: RXF 393. Synergy scores: CSS=33.3, Synergy_ZIP=-1.76, Synergy_Bliss=-1.77, Synergy_Loewe=-0.499, Synergy_HSA=-0.296. (10) Drug 1: CCCCC(=O)OCC(=O)C1(CC(C2=C(C1)C(=C3C(=C2O)C(=O)C4=C(C3=O)C=CC=C4OC)O)OC5CC(C(C(O5)C)O)NC(=O)C(F)(F)F)O. Drug 2: N.N.Cl[Pt+2]Cl. Cell line: HOP-62. Synergy scores: CSS=63.5, Synergy_ZIP=-0.622, Synergy_Bliss=-1.05, Synergy_Loewe=-11.2, Synergy_HSA=1.26.